This data is from Catalyst prediction with 721,799 reactions and 888 catalyst types from USPTO. The task is: Predict which catalyst facilitates the given reaction. (1) Reactant: [CH3:1][O:2][C:3]1[CH:4]=[C:5]([NH:14][C:15](=[O:20])[C:16]([O:18]C)=[O:17])[CH:6]=[CH:7][C:8]=1[C:9]1[O:13][CH:12]=[N:11][CH:10]=1.[OH-].[Na+]. Product: [CH3:1][O:2][C:3]1[CH:4]=[C:5]([NH:14][C:15](=[O:20])[C:16]([OH:18])=[O:17])[CH:6]=[CH:7][C:8]=1[C:9]1[O:13][CH:12]=[N:11][CH:10]=1. The catalyst class is: 24. (2) Reactant: [C:1]([Si:3]([CH3:6])([CH3:5])[CH3:4])#[CH:2].C([Li])CCC.CCCCCC.[Cl:18][C:19]1[CH:24]=[CH:23][C:22]([N:25]=[C:26]=[S:27])=[CH:21][CH:20]=1.Br[CH2:29][CH:30]1[CH2:35][CH2:34][CH2:33][CH2:32][CH2:31]1. Product: [Cl:18][C:19]1[CH:24]=[CH:23][C:22]([N:25]=[C:26]([S:27][CH2:29][CH:30]2[CH2:35][CH2:34][CH2:33][CH2:32][CH2:31]2)[C:2]#[C:1][Si:3]([CH3:6])([CH3:5])[CH3:4])=[CH:21][CH:20]=1. The catalyst class is: 1. (3) Reactant: [Br:1][C:2]1[CH:7]=[CH:6][C:5]([CH2:8][C:9]([OH:11])=O)=[CH:4][CH:3]=1.Cl.[F:13][C:14]1([F:20])[CH2:19][CH2:18][CH2:17][NH:16][CH2:15]1.C(Cl)CCl.C1C=CC2N(O)N=NC=2C=1.C(N(CC)CC)C.C(=O)(O)[O-].[Na+]. Product: [Br:1][C:2]1[CH:3]=[CH:4][C:5]([CH2:8][C:9]([N:16]2[CH2:17][CH2:18][CH2:19][C:14]([F:20])([F:13])[CH2:15]2)=[O:11])=[CH:6][CH:7]=1. The catalyst class is: 96. (4) Reactant: [NH2:1][C:2]1[N:10]=[CH:9][CH:8]=[CH:7][C:3]=1[C:4]([OH:6])=O.ON1C2C=CC=CC=2N=N1.CCN=C=NCCCN(C)C.[CH2:32]([C:34]1[CH:35]=[C:36]([CH:46]=[CH:47][C:48]=1[CH3:49])[S:37][C:38]1[CH:45]=[CH:44][C:41]([CH2:42][NH2:43])=[CH:40][CH:39]=1)[CH3:33].C(=O)(O)[O-].[Na+]. Product: [CH2:32]([C:34]1[CH:35]=[C:36]([CH:46]=[CH:47][C:48]=1[CH3:49])[S:37][C:38]1[CH:39]=[CH:40][C:41]([CH2:42][NH:43][C:4](=[O:6])[C:3]2[CH:7]=[CH:8][CH:9]=[N:10][C:2]=2[NH2:1])=[CH:44][CH:45]=1)[CH3:33]. The catalyst class is: 3. (5) Reactant: [CH3:1][C@@H:2]1[N:7]([CH3:8])[CH2:6][CH2:5][N:4]([CH2:9][C:10]2[CH:11]=[C:12]([C:16]3[C:21]([F:22])=[CH:20][CH:19]=[C:18]([CH2:23][NH:24][C:25]([C:27]4[CH:28]=[C:29]([CH2:33][CH:34]5[CH2:39][CH2:38][N:37](C(OC(C)(C)C)=O)[CH2:36][CH2:35]5)[CH:30]=[CH:31][CH:32]=4)=[O:26])[CH:17]=3)[CH:13]=[CH:14][CH:15]=2)[CH2:3]1.Cl. Product: [CH3:1][C@@H:2]1[N:7]([CH3:8])[CH2:6][CH2:5][N:4]([CH2:9][C:10]2[CH:11]=[C:12]([C:16]3[C:21]([F:22])=[CH:20][CH:19]=[C:18]([CH2:23][NH:24][C:25](=[O:26])[C:27]4[CH:32]=[CH:31][CH:30]=[C:29]([CH2:33][CH:34]5[CH2:35][CH2:36][NH:37][CH2:38][CH2:39]5)[CH:28]=4)[CH:17]=3)[CH:13]=[CH:14][CH:15]=2)[CH2:3]1. The catalyst class is: 12. (6) Reactant: [Br:1][CH:2]([C:4]1[N:5]=[C:6]2[S:13][CH:12]=[C:11]([CH3:14])[N:7]2[C:8](=[O:10])[CH:9]=1)[CH3:3].[Br:15]N1C(=O)CCC1=O. Product: [Br:15][C:9]1[C:8](=[O:10])[N:7]2[C:11]([CH3:14])=[CH:12][S:13][C:6]2=[N:5][C:4]=1[CH:2]([Br:1])[CH3:3]. The catalyst class is: 10. (7) Reactant: CC1C=CC(S([N:11]2[C:15]3[N:16]=[C:17]([NH:26][C:27]4[CH:35]=[CH:34][C:30]([C:31](O)=[O:32])=[CH:29][CH:28]=4)[N:18]=[C:19]([NH:20][CH2:21][C:22]([F:25])([F:24])[F:23])[C:14]=3[CH:13]=[CH:12]2)(=O)=O)=CC=1.CN(C(ON1N=NC2C=CC=CC1=2)=[N+](C)C)C.[B-](F)(F)(F)F.CCN(C(C)C)C(C)C.[CH2:67]([NH2:71])[CH:68]([CH3:70])[CH3:69]. Product: [CH3:69][CH:68]([CH3:70])[CH2:67][NH:71][C:31](=[O:32])[C:30]1[CH:29]=[CH:28][C:27]([NH:26][C:17]2[NH:16][C:15]3=[N:11][CH:12]=[CH:13][C:14]3=[C:19]([NH:20][CH2:21][C:22]([F:24])([F:25])[F:23])[N:18]=2)=[CH:35][CH:34]=1. The catalyst class is: 3. (8) Reactant: [CH2:1]([O:5][C:6]1[C:15]2[C:10](=[CH:11][CH:12]=[C:13]([F:16])[CH:14]=2)[C:9](=[O:17])[N:8]([CH2:18][C:19]([CH3:22])([CH3:21])[CH3:20])[C:7]=1[CH2:23]O)[CH2:2][CH2:3][CH3:4].S(Cl)([Cl:27])=O.C(=O)([O-])O.[Na+]. Product: [CH2:1]([O:5][C:6]1[C:15]2[C:10](=[CH:11][CH:12]=[C:13]([F:16])[CH:14]=2)[C:9](=[O:17])[N:8]([CH2:18][C:19]([CH3:22])([CH3:21])[CH3:20])[C:7]=1[CH2:23][Cl:27])[CH2:2][CH2:3][CH3:4]. The catalyst class is: 207. (9) Reactant: Cl.[CH3:2][O:3][C:4](=[O:8])[CH2:5][NH:6][CH3:7].[C:9](=O)([O-])[O-].[K+].[K+].[N+]([N:18]1[CH:26]=[C:25]2[C:20]([CH:21]=[CH:22][C:23]([N+:27]([O-:29])=[O:28])=[CH:24]2)=[N:19]1)([O-])=O. Product: [CH2:2]([O:3][C:4](=[O:8])[CH2:5][N:6]([CH3:7])[C:26]1[C:25]2[C:20](=[CH:21][CH:22]=[C:23]([N+:27]([O-:29])=[O:28])[CH:24]=2)[NH:19][N:18]=1)[CH3:9]. The catalyst class is: 6. (10) Reactant: C([O:4][CH2:5][C:6]1[C:7]([N:34]2[N:43]=[CH:42][C:41]3[C:36](=[C:37]([F:48])[CH:38]=[C:39]([C:44]([CH3:47])([CH3:46])[CH3:45])[CH:40]=3)[C:35]2=[O:49])=[N:8][CH:9]=[CH:10][C:11]=1[C:12]1[CH:17]=[C:16]([NH:18][C:19]2[CH:31]=[C:22]3[CH2:23][N:24]([CH:27]4[CH2:30][O:29][CH2:28]4)[CH2:25][CH2:26][N:21]3[N:20]=2)[C:15](=[O:32])[N:14]([CH3:33])[N:13]=1)(=O)C.[OH-].[Li+]. Product: [C:44]([C:39]1[CH:40]=[C:41]2[C:36](=[C:37]([F:48])[CH:38]=1)[C:35](=[O:49])[N:34]([C:7]1[C:6]([CH2:5][OH:4])=[C:11]([C:12]3[CH:17]=[C:16]([NH:18][C:19]4[CH:31]=[C:22]5[CH2:23][N:24]([CH:27]6[CH2:30][O:29][CH2:28]6)[CH2:25][CH2:26][N:21]5[N:20]=4)[C:15](=[O:32])[N:14]([CH3:33])[N:13]=3)[CH:10]=[CH:9][N:8]=1)[N:43]=[CH:42]2)([CH3:47])([CH3:45])[CH3:46]. The catalyst class is: 854.